From a dataset of Catalyst prediction with 721,799 reactions and 888 catalyst types from USPTO. Predict which catalyst facilitates the given reaction. (1) Reactant: [N+:1]([C:4]1[CH:5]=[C:6]([S:10]([NH:13][C:14]2[CH:23]=[CH:22][CH:21]=[CH:20][C:15]=2[C:16]([O:18][CH3:19])=[O:17])(=[O:12])=[O:11])[CH:7]=[CH:8][CH:9]=1)([O-:3])=[O:2].Br[CH2:25][CH2:26][OH:27].C(=O)([O-])[O-].[K+].[K+].CN(C=O)C. Product: [OH:27][CH2:26][CH2:25][N:13]([S:10]([C:6]1[CH:7]=[CH:8][CH:9]=[C:4]([N+:1]([O-:3])=[O:2])[CH:5]=1)(=[O:12])=[O:11])[C:14]1[CH:23]=[CH:22][CH:21]=[CH:20][C:15]=1[C:16]([O:18][CH3:19])=[O:17]. The catalyst class is: 6. (2) Product: [ClH:1].[C:7]([O:11][C:12](=[O:39])[C@@H:13]([N:19]1[C:27](=[O:28])[C:26]2[C:21](=[CH:22][CH:23]=[CH:24][C:25]=2[CH2:29][NH2:30])[C:20]1=[O:38])[CH2:14][CH2:15][C:16](=[O:18])[NH2:17])([CH3:10])([CH3:8])[CH3:9]. Reactant: [ClH:1].CCOCC.[C:7]([O:11][C:12](=[O:39])[C@@H:13]([N:19]1[C:27](=[O:28])[C:26]2[C:21](=[CH:22][CH:23]=[CH:24][C:25]=2[CH2:29][NH:30]C(OC(C)(C)C)=O)[C:20]1=[O:38])[CH2:14][CH2:15][C:16](=[O:18])[NH2:17])([CH3:10])([CH3:9])[CH3:8]. The catalyst class is: 2. (3) Reactant: [C:1]1([N:7]2[C:12](=[O:13])[NH:11][C:10](=[O:14])[C:9]([C:15]#[N:16])=[N:8]2)[CH:6]=[CH:5][CH:4]=[CH:3][CH:2]=1.[CH3:17]N(C=O)C.[H-].[Na+].CI. Product: [C:1]1([N:7]2[C:12](=[O:13])[N:11]([CH3:17])[C:10](=[O:14])[C:9]([C:15]#[N:16])=[N:8]2)[CH:2]=[CH:3][CH:4]=[CH:5][CH:6]=1. The catalyst class is: 6. (4) Reactant: [CH3:1][O:2][C:3]1[CH:19]=[CH:18][C:6]([CH2:7][N:8]2[C:12]3=[N:13][CH:14]=[CH:15][C:16](Cl)=[C:11]3[CH:10]=[N:9]2)=[CH:5][CH:4]=1.[O:20]1[CH2:25][CH2:24][N:23]([CH2:26][CH2:27][NH2:28])[CH2:22][CH2:21]1. Product: [CH3:1][O:2][C:3]1[CH:19]=[CH:18][C:6]([CH2:7][N:8]2[C:12]3[N:13]=[CH:14][CH:15]=[C:16]([NH:28][CH2:27][CH2:26][N:23]4[CH2:24][CH2:25][O:20][CH2:21][CH2:22]4)[C:11]=3[CH:10]=[N:9]2)=[CH:5][CH:4]=1. The catalyst class is: 296. (5) Reactant: [CH3:1][C:2]1[C:6]([CH3:7])=[N:5][N:4]([C:8]2[C:9]([C:15]([O:17]C)=[O:16])=[N:10][C:11]([CH3:14])=[CH:12][CH:13]=2)[N:3]=1.[OH-].[Li+]. Product: [CH3:7][C:6]1[C:2]([CH3:1])=[N:3][N:4]([C:8]2[C:9]([C:15]([OH:17])=[O:16])=[N:10][C:11]([CH3:14])=[CH:12][CH:13]=2)[N:5]=1. The catalyst class is: 20. (6) Reactant: [CH3:1][N:2]([CH3:5])[CH2:3][CH3:4].[C:6]([OH:17])(=[O:16])[C:7]1[C:8](=[CH:12][CH:13]=[CH:14][CH:15]=1)[C:9]([OH:11])=[O:10]. Product: [CH3:1][NH+:2]([CH3:5])[CH2:3][CH3:4].[C:6]([O-:17])(=[O:16])[C:7]1[C:8](=[CH:12][CH:13]=[CH:14][CH:15]=1)[C:9]([O-:11])=[O:10]. The catalyst class is: 5. (7) Reactant: [CH3:1][O:2][CH:3]([O:17][CH3:18])[C:4]1[CH:9]=[C:8]([C:10]([F:13])([F:12])[F:11])[CH:7]=[C:6]([N+:14]([O-])=O)[CH:5]=1. Product: [CH3:18][O:17][CH:3]([O:2][CH3:1])[C:4]1[CH:5]=[C:6]([CH:7]=[C:8]([C:10]([F:11])([F:12])[F:13])[CH:9]=1)[NH2:14]. The catalyst class is: 29.